Dataset: Peptide-MHC class I binding affinity with 185,985 pairs from IEDB/IMGT. Task: Regression. Given a peptide amino acid sequence and an MHC pseudo amino acid sequence, predict their binding affinity value. This is MHC class I binding data. The peptide sequence is ILYDTGSSW. The MHC is HLA-A01:01 with pseudo-sequence HLA-A01:01. The binding affinity (normalized) is 0.0847.